This data is from TCR-epitope binding with 47,182 pairs between 192 epitopes and 23,139 TCRs. The task is: Binary Classification. Given a T-cell receptor sequence (or CDR3 region) and an epitope sequence, predict whether binding occurs between them. The epitope is LEPLVDLPI. The TCR CDR3 sequence is CASSQGTSGAYYEQYF. Result: 1 (the TCR binds to the epitope).